Dataset: Forward reaction prediction with 1.9M reactions from USPTO patents (1976-2016). Task: Predict the product of the given reaction. (1) Given the reactants CSC.C([O:11][C@H:12]1[C@@H:17]([O:18]CC2C=CC=CC=2)[C@@H:16]([O:26]CC2C=CC=CC=2)[C@@H:15]([CH2:34][O:35]CC2C=CC=CC=2)[O:14][CH:13]1[C:43]1[C:52]2[C:47](=[CH:48][CH:49]=[CH:50][CH:51]=2)[CH:46]=[C:45]([CH2:53][C:54]2[S:58][C:57]3[CH:59]=[CH:60][C:61]([F:63])=[CH:62][C:56]=3[CH:55]=2)[CH:44]=1)C1C=CC=CC=1.C(=O)([O-])O.[Na+], predict the reaction product. The product is: [F:63][C:61]1[CH:60]=[CH:59][C:57]2[S:58][C:54]([CH2:53][C:45]3[CH:44]=[C:43]([C@H:13]4[C@H:12]([OH:11])[C@@H:17]([OH:18])[C@H:16]([OH:26])[C@@H:15]([CH2:34][OH:35])[O:14]4)[C:52]4[C:47]([CH:46]=3)=[CH:48][CH:49]=[CH:50][CH:51]=4)=[CH:55][C:56]=2[CH:62]=1. (2) Given the reactants [F:1][C:2]([F:7])([F:6])[C:3]([OH:5])=[O:4].[NH2:8][CH2:9][C@H:10]([NH:12][C:13]1[C:14]2[S:31][C:30](=[O:32])[NH:29][C:15]=2[N:16]=[C:17]([S:19][CH2:20][C:21]2[CH:26]=[CH:25][CH:24]=[C:23]([F:27])[C:22]=2[F:28])[N:18]=1)[CH3:11].C(C([Si](C)(C)[O:40][CH2:41][CH:42]=O)(CC)C)C.C(O[BH-](OC(=O)C)OC(=O)C)(=O)C.[Na+].Cl, predict the reaction product. The product is: [F:1][C:2]([F:7])([F:6])[C:3]([OH:5])=[O:4].[F:28][C:22]1[C:23]([F:27])=[CH:24][CH:25]=[CH:26][C:21]=1[CH2:20][S:19][C:17]1[N:18]=[C:13]([NH:12][C@H:10]([CH3:11])[CH2:9][NH:8][CH2:42][CH2:41][OH:40])[C:14]2[S:31][C:30](=[O:32])[NH:29][C:15]=2[N:16]=1.